From a dataset of Catalyst prediction with 721,799 reactions and 888 catalyst types from USPTO. Predict which catalyst facilitates the given reaction. (1) Reactant: [CH2:1]([O:3][C:4]1[C:12]2[C:11](=[O:13])[N:10]([C:14]3[CH:19]=[CH:18][C:17]([CH2:20][C:21]([O:23]CC)=[O:22])=[CH:16][C:15]=3[F:26])[C:9](=[O:27])[C:8]=2[C:7]([O:28][CH2:29][CH3:30])=[C:6]2[CH:31]=[CH:32][CH:33]=[CH:34][C:5]=12)[CH3:2].Cl. Product: [CH2:29]([O:28][C:7]1[C:8]2[C:9](=[O:27])[N:10]([C:14]3[CH:19]=[CH:18][C:17]([CH2:20][C:21]([OH:23])=[O:22])=[CH:16][C:15]=3[F:26])[C:11](=[O:13])[C:12]=2[C:4]([O:3][CH2:1][CH3:2])=[C:5]2[CH:34]=[CH:33][CH:32]=[CH:31][C:6]=12)[CH3:30]. The catalyst class is: 15. (2) The catalyst class is: 9. Product: [OH:1][CH2:2][CH2:3][O:4][C:5]1[CH:10]=[CH:9][C:8]([C:11]2[CH:16]=[CH:15][C:14]([C:17]([O:19][CH2:22][C:23]3[CH:28]=[CH:27][CH:26]=[CH:25][CH:24]=3)=[O:18])=[CH:13][CH:12]=2)=[C:7]([CH3:20])[C:6]=1[CH3:21]. Reactant: [OH:1][CH2:2][CH2:3][O:4][C:5]1[CH:10]=[CH:9][C:8]([C:11]2[CH:16]=[CH:15][C:14]([C:17]([OH:19])=[O:18])=[CH:13][CH:12]=2)=[C:7]([CH3:20])[C:6]=1[CH3:21].[CH2:22](Br)[C:23]1[CH:28]=[CH:27][CH:26]=[CH:25][CH:24]=1.C(=O)([O-])[O-].[K+].[K+]. (3) Reactant: [Cl:1][C:2]1[C:3]2[N:4]([CH:8]=[CH:9][N:10]=2)[CH:5]=[CH:6][N:7]=1.C1C(=O)N([Br:18])C(=O)C1.O. Product: [Br:18][C:8]1[N:4]2[CH:5]=[CH:6][N:7]=[C:2]([Cl:1])[C:3]2=[N:10][CH:9]=1. The catalyst class is: 3. (4) Reactant: Cl.[C:2]1([C:8]2[O:9][C:10]3[CH2:11][NH:12][CH2:13][CH2:14][C:15]=3[N:16]=2)[CH:7]=[CH:6][CH:5]=[CH:4][CH:3]=1.Br[C:18]1[CH:23]=[CH:22][CH:21]=[CH:20][N:19]=1.CCN(C(C)C)C(C)C. Product: [C:2]1([C:8]2[O:9][C:10]3[CH2:11][N:12]([C:18]4[CH:23]=[CH:22][CH:21]=[CH:20][N:19]=4)[CH2:13][CH2:14][C:15]=3[N:16]=2)[CH:3]=[CH:4][CH:5]=[CH:6][CH:7]=1. The catalyst class is: 3. (5) Product: [C:10]([O:14][C:15]([N:17]1[CH2:18][CH2:19][C:20]2([NH:26][C:27](=[S:28])[NH:24][C:23]2=[O:25])[CH2:21][CH2:22]1)=[O:16])([CH3:13])([CH3:11])[CH3:12]. Reactant: C(N(CC)C(C)C)(C)C.[C:10]([O:14][C:15]([N:17]1[CH2:22][CH2:21][C:20]([NH2:26])([C:23](=[O:25])[NH2:24])[CH2:19][CH2:18]1)=[O:16])([CH3:13])([CH3:12])[CH3:11].[C:27](Cl)(Cl)=[S:28].C(O)(=O)CC(CC(O)=O)(C(O)=O)O. The catalyst class is: 1. (6) Reactant: [C:1]([O:5][C:6]([N:8]([C:16]1[CH:17]=[N:18][CH:19]=[CH:20][C:21]=1[N:22]1[CH2:27][C@H:26]([CH3:28])[C@@H:25]([O:29][Si](C(C)(C)C)(C)C)[C@H:24]([NH:37][C:38]([O:40][C:41]([CH3:44])([CH3:43])[CH3:42])=[O:39])[CH2:23]1)[C:9]([O:11][C:12]([CH3:15])([CH3:14])[CH3:13])=[O:10])=[O:7])([CH3:4])([CH3:3])[CH3:2].[F-].C([N+](CCCC)(CCCC)CCCC)CCC. Product: [C:41]([O:40][C:38]([NH:37][C@H:24]1[C@H:25]([OH:29])[C@@H:26]([CH3:28])[CH2:27][N:22]([C:21]2[CH:20]=[CH:19][N:18]=[CH:17][C:16]=2[N:8]([C:6]([O:5][C:1]([CH3:2])([CH3:4])[CH3:3])=[O:7])[C:9]([O:11][C:12]([CH3:15])([CH3:14])[CH3:13])=[O:10])[CH2:23]1)=[O:39])([CH3:44])([CH3:42])[CH3:43]. The catalyst class is: 387.